From a dataset of Full USPTO retrosynthesis dataset with 1.9M reactions from patents (1976-2016). Predict the reactants needed to synthesize the given product. (1) Given the product [NH2:12][C:11]1[C:2]([Cl:1])=[N:3][C:4]2[C:9]([C:10]=1[NH:15][CH2:16][C:17]1([OH:24])[CH2:18][CH2:19][N:20]([CH3:23])[CH2:21][CH2:22]1)=[CH:8][CH:7]=[CH:6][CH:5]=2, predict the reactants needed to synthesize it. The reactants are: [Cl:1][C:2]1[C:11]([N+:12]([O-])=O)=[C:10]([NH:15][CH2:16][C:17]2([OH:24])[CH2:22][CH2:21][N:20]([CH3:23])[CH2:19][CH2:18]2)[C:9]2[C:4](=[CH:5][CH:6]=[CH:7][CH:8]=2)[N:3]=1.C(#N)C. (2) The reactants are: I([O-])(=O)(=O)=O.[Na+].[Cl:7][C:8]1[CH:9]=[C:10]([C@@H:14]2[C@@H:19]([C:20]3[CH:25]=[CH:24][C:23]([Cl:26])=[CH:22][CH:21]=3)[N:18]([C@@H:27]([CH:36]3[CH2:38][CH2:37]3)[CH2:28][NH:29][S:30]([CH:33]3[CH2:35][CH2:34]3)(=[O:32])=[O:31])[C:17](=[O:39])[C@:16]([CH2:42][CH:43]([OH:46])CO)([CH2:40][CH3:41])[CH2:15]2)[CH:11]=[CH:12][CH:13]=1.CO. Given the product [Cl:7][C:8]1[CH:9]=[C:10]([C@@H:14]2[C@@H:19]([C:20]3[CH:21]=[CH:22][C:23]([Cl:26])=[CH:24][CH:25]=3)[N:18]([C@@H:27]([CH:36]3[CH2:38][CH2:37]3)[CH2:28][NH:29][S:30]([CH:33]3[CH2:34][CH2:35]3)(=[O:32])=[O:31])[C:17](=[O:39])[C@@:16]([CH2:40][CH3:41])([CH2:42][CH:43]=[O:46])[CH2:15]2)[CH:11]=[CH:12][CH:13]=1, predict the reactants needed to synthesize it. (3) Given the product [Cl:1][C:2]1[N:6]2[N:7]=[C:8]([O:11][C:12]3[CH:17]=[C:16]([C:18]([F:20])([F:21])[F:19])[CH:15]=[CH:14][C:13]=3[C:22]3[CH:27]=[CH:26][C:25](=[O:28])[NH:24][CH:23]=3)[CH:9]=[CH:10][C:5]2=[N:4][N:3]=1, predict the reactants needed to synthesize it. The reactants are: [Cl:1][C:2]1[N:6]2[N:7]=[C:8]([O:11][C:12]3[CH:17]=[C:16]([C:18]([F:21])([F:20])[F:19])[CH:15]=[CH:14][C:13]=3[C:22]3[CH:23]=[N:24][C:25]([O:28]C)=[CH:26][CH:27]=3)[CH:9]=[CH:10][C:5]2=[N:4][N:3]=1.[Cl-].[Li+].O.C1(C)C=CC(S(O)(=O)=O)=CC=1.O. (4) Given the product [Br:1][C:2]1[C:3]2[CH:12]=[C:11]([C:28]#[C:27][CH2:26][O:25][CH3:24])[N:10]([S:14]([C:17]3[CH:23]=[CH:22][C:20]([CH3:21])=[CH:19][CH:18]=3)(=[O:16])=[O:15])[C:4]=2[C:5](=[O:9])[N:6]([CH3:8])[CH:7]=1, predict the reactants needed to synthesize it. The reactants are: [Br:1][C:2]1[C:3]2[CH:12]=[C:11](I)[N:10]([S:14]([C:17]3[CH:23]=[CH:22][C:20]([CH3:21])=[CH:19][CH:18]=3)(=[O:16])=[O:15])[C:4]=2[C:5](=[O:9])[N:6]([CH3:8])[CH:7]=1.[CH3:24][O:25][CH2:26][C:27]#[CH:28].C(N(CC)CC)C. (5) Given the product [CH:37]1([CH2:40][C:41]2[NH:1][C:2]3[CH:3]=[C:4]([O:5][C:6]4[N:11]=[CH:10][N:9]=[C:8]([N:12]5[CH2:13][CH2:14][CH:15]([N:18]6[CH2:24][CH2:23][C:22]7[CH:25]=[C:26]([O:29][CH3:30])[CH:27]=[CH:28][C:21]=7[NH:20][C:19]6=[O:31])[CH2:16][CH2:17]5)[CH:7]=4)[CH:32]=[C:33]([CH3:36])[C:34]=3[N:35]=2)[CH2:39][CH2:38]1, predict the reactants needed to synthesize it. The reactants are: [NH2:1][C:2]1[CH:3]=[C:4]([CH:32]=[C:33]([CH3:36])[C:34]=1[NH2:35])[O:5][C:6]1[N:11]=[CH:10][N:9]=[C:8]([N:12]2[CH2:17][CH2:16][CH:15]([N:18]3[CH2:24][CH2:23][C:22]4[CH:25]=[C:26]([O:29][CH3:30])[CH:27]=[CH:28][C:21]=4[NH:20][C:19]3=[O:31])[CH2:14][CH2:13]2)[CH:7]=1.[CH:37]1([CH2:40][C:41](O)=O)[CH2:39][CH2:38]1.CN(C(ON1N=NC2C=CC=CC1=2)=[N+](C)C)C.[B-](F)(F)(F)F.C(O)(=O)C. (6) Given the product [F:15][C:16]1[CH:17]=[C:18]([C:24]2[N:29]=[C:28]([C:30]3[N:39]=[CH:38][C:37]4[C:32](=[CH:33][CH:34]=[CH:35][CH:36]=4)[N:31]=3)[CH:27]=[CH:26][C:25]=2[CH3:40])[CH:19]=[CH:20][C:21]=1[O:22][CH3:23], predict the reactants needed to synthesize it. The reactants are: ClC1C(=O)C(C#N)=C(C#N)C(=O)C=1Cl.[F:15][C:16]1[CH:17]=[C:18]([C:24]2[N:29]=[C:28]([C:30]3[NH:39][CH2:38][C:37]4[C:32](=[CH:33][CH:34]=[CH:35][CH:36]=4)[N:31]=3)[CH:27]=[CH:26][C:25]=2[CH3:40])[CH:19]=[CH:20][C:21]=1[O:22][CH3:23]. (7) Given the product [Cl:1][CH2:2][C:3]([NH:6][C@@H:7]([CH2:8][OH:9])[CH2:10][C:11]1[CH:16]=[CH:15][CH:14]=[C:13]([I:17])[CH:12]=1)=[O:4], predict the reactants needed to synthesize it. The reactants are: [Cl:1][CH2:2][C:3](Cl)=[O:4].[NH2:6][C@H:7]([CH2:10][C:11]1[CH:16]=[CH:15][CH:14]=[C:13]([I:17])[CH:12]=1)[CH2:8][OH:9].CCN(CC)CC. (8) The reactants are: Cl.N.C(OC([NH:10][C:11]1[CH:16]=[CH:15][C:14]([C:17]2[S:18][CH:19]=[CH:20][CH:21]=2)=[CH:13][C:12]=1[NH:22][C:23](=[O:35])/[CH:24]=[CH:25]/[C:26]1[CH:27]=[C:28]([CH:32]=[CH:33][CH:34]=1)[C:29](O)=[O:30])=O)(C)(C)C.C[N:37](C(ON1N=NC2C=CC=NC1=2)=[N+](C)C)C.F[P-](F)(F)(F)(F)F.C1C=CC2N(O)N=NC=2C=1.CCN(C(C)C)C(C)C. Given the product [NH2:10][C:11]1[CH:16]=[CH:15][C:14]([C:17]2[S:18][CH:19]=[CH:20][CH:21]=2)=[CH:13][C:12]=1[NH:22][C:23](=[O:35])/[CH:24]=[CH:25]/[C:26]1[CH:27]=[C:28]([CH:32]=[CH:33][CH:34]=1)[C:29]([NH2:37])=[O:30], predict the reactants needed to synthesize it. (9) The reactants are: [Cl:1][C:2]1[N:10]=[C:9]2[C:5]([N:6]([CH2:11][C@H:12]3[CH2:17][CH2:16][C@H:15]([C:18]([F:21])([F:20])[F:19])[CH2:14][CH2:13]3)[CH:7]=[N:8]2)=[C:4](Cl)[N:3]=1.[CH:23]1([C@H:27]([NH2:29])[CH3:28])[CH2:26][CH2:25][CH2:24]1.C(N(C(C)C)CC)(C)C. Given the product [Cl:1][C:2]1[N:10]=[C:9]2[C:5]([N:6]([CH2:11][C@H:12]3[CH2:17][CH2:16][C@H:15]([C:18]([F:21])([F:20])[F:19])[CH2:14][CH2:13]3)[CH:7]=[N:8]2)=[C:4]([NH:29][C@@H:27]([CH:23]2[CH2:26][CH2:25][CH2:24]2)[CH3:28])[N:3]=1, predict the reactants needed to synthesize it. (10) The reactants are: [NH2:1][C:2]1[CH:7]=[CH:6][C:5]([S:8]([OH:11])(=[O:10])=O)=[CH:4][C:3]=1[CH3:12].[CH3:13][N:14]1[CH2:19][CH2:18][NH:17][CH2:16][CH2:15]1. Given the product [CH3:12][C:3]1[CH:4]=[C:5]([S:8]([N:17]2[CH2:18][CH2:19][N:14]([CH3:13])[CH2:15][CH2:16]2)(=[O:10])=[O:11])[CH:6]=[CH:7][C:2]=1[NH2:1], predict the reactants needed to synthesize it.